This data is from Retrosynthesis with 50K atom-mapped reactions and 10 reaction types from USPTO. The task is: Predict the reactants needed to synthesize the given product. (1) Given the product Nc1ccc(F)cc1-c1ccc(Cl)c(Cl)c1, predict the reactants needed to synthesize it. The reactants are: CC(=O)Nc1ccc(F)cc1-c1ccc(Cl)c(Cl)c1. (2) Given the product COC(=O)CCCCCC(O)C1C(=O)C2OC2C1C=CC(CCCCCO[SiH](C)C)C(C)(C)C, predict the reactants needed to synthesize it. The reactants are: COC(=O)CCCCCC(O)C1C(=O)C=CC1C=CC(CCCCCO[SiH](C)C)C(C)(C)C.OO. (3) The reactants are: COc1ccc(C2=NN(C3CCNCC3)C(=O)C2(C)C)c2c1OC(C)(C)C2.O=S(=O)(Cl)c1cccc2cccnc12. Given the product COc1ccc(C2=NN(C3CCN(S(=O)(=O)c4cccc5cccnc45)CC3)C(=O)C2(C)C)c2c1OC(C)(C)C2, predict the reactants needed to synthesize it.